From a dataset of Catalyst prediction with 721,799 reactions and 888 catalyst types from USPTO. Predict which catalyst facilitates the given reaction. (1) Reactant: [C:1]([N:8]1[CH2:14][CH2:13][CH2:12][C@H:9]1[CH2:10][OH:11])([O:3][C:4]([CH3:7])([CH3:6])[CH3:5])=[O:2].O[C:16]1[CH:26]=[CH:25][C:19]([C:20]([O:22][CH2:23][CH3:24])=[O:21])=[CH:18][CH:17]=1.C1(P(C2C=CC=CC=2)C2C=CC=CC=2)C=CC=CC=1.N(C(OCC)=O)=NC(OCC)=O. Product: [C:4]([O:3][C:1]([N:8]1[CH2:14][CH2:13][CH2:12][C@H:9]1[CH2:10][O:11][C:16]1[CH:26]=[CH:25][C:19]([C:20]([O:22][CH2:23][CH3:24])=[O:21])=[CH:18][CH:17]=1)=[O:2])([CH3:7])([CH3:6])[CH3:5]. The catalyst class is: 1. (2) Reactant: C[O:2][C:3](=O)[CH2:4][C:5]([NH:7][C:8]1[CH:13]=[CH:12][C:11]([O:14][CH2:15][C:16]2[CH:21]=[CH:20][CH:19]=[C:18]([F:22])[CH:17]=2)=[CH:10][CH:9]=1)=[O:6].[OH-].[NH4+:25]. Product: [F:22][C:18]1[CH:17]=[C:16]([CH:21]=[CH:20][CH:19]=1)[CH2:15][O:14][C:11]1[CH:12]=[CH:13][C:8]([NH:7][C:5](=[O:6])[CH2:4][C:3]([NH2:25])=[O:2])=[CH:9][CH:10]=1. The catalyst class is: 7. (3) The catalyst class is: 38. Product: [C:8]([O:12][C:13]([NH:27][C@@:28]1([C:48]([OH:50])=[O:49])[C@H:33]([O:34][CH2:35][C:36]2[CH:41]=[CH:40][C:39]([Cl:42])=[C:38]([Cl:43])[CH:37]=2)[C@@H:32]([OH:44])[C@@H:31]2[C@H:29]1[C@H:30]2[C:45]([OH:47])=[O:46])=[O:14])([CH3:11])([CH3:10])[CH3:9]. Reactant: C(N(CC)CC)C.[C:8]([O:12][C:13](ON=C(C1C=CC=CC=1)C#N)=[O:14])([CH3:11])([CH3:10])[CH3:9].Cl.[NH2:27][C@@:28]1([C:48]([OH:50])=[O:49])[C@H:33]([O:34][CH2:35][C:36]2[CH:41]=[CH:40][C:39]([Cl:42])=[C:38]([Cl:43])[CH:37]=2)[C@@H:32]([OH:44])[C@@H:31]2[C@H:29]1[C@H:30]2[C:45]([OH:47])=[O:46]. (4) Reactant: [CH3:1][O:2][CH2:3][N:4]1[C:8]2[CH:9]=[CH:10][C:11]([CH:13]([C:15]3[CH:19]=[CH:18][N:17]([C:20]4[N:25]=[CH:24][C:23]([CH2:26][O:27][CH2:28][C:29](OCC)=[O:30])=[CH:22][CH:21]=4)[N:16]=3)[CH3:14])=[CH:12][C:7]=2[S:6][C:5]1=[O:34].[BH4-].[Li+]. Product: [OH:30][CH2:29][CH2:28][O:27][CH2:26][C:23]1[CH:22]=[CH:21][C:20]([N:17]2[CH:18]=[CH:19][C:15]([CH:13]([C:11]3[CH:10]=[CH:9][C:8]4[N:4]([CH2:3][O:2][CH3:1])[C:5](=[O:34])[S:6][C:7]=4[CH:12]=3)[CH3:14])=[N:16]2)=[N:25][CH:24]=1. The catalyst class is: 7. (5) Reactant: [CH3:1][S:2]([N:5]1[CH2:10][CH2:9][N:8]([C:11]2[CH:16]=[CH:15][C:14](B3OC(C)(C)C(C)(C)O3)=[CH:13][CH:12]=2)[CH2:7][CH2:6]1)(=[O:4])=[O:3].[C:26]([O:30][C:31]([N:33]1[CH:38]2[CH2:39][CH2:40][CH:34]1[CH:35]=[C:36](OS(C(F)(F)F)(=O)=O)[CH2:37]2)=[O:32])([CH3:29])([CH3:28])[CH3:27].C([O-])([O-])=O.[K+].[K+].C(OCC)(=O)C. Product: [C:26]([O:30][C:31]([N:33]1[CH:38]2[CH2:39][CH2:40][CH:34]1[CH:35]=[C:36]([C:14]1[CH:13]=[CH:12][C:11]([N:8]3[CH2:7][CH2:6][N:5]([S:2]([CH3:1])(=[O:3])=[O:4])[CH2:10][CH2:9]3)=[CH:16][CH:15]=1)[CH2:37]2)=[O:32])([CH3:29])([CH3:27])[CH3:28]. The catalyst class is: 104.